Dataset: Peptide-MHC class I binding affinity with 185,985 pairs from IEDB/IMGT. Task: Regression. Given a peptide amino acid sequence and an MHC pseudo amino acid sequence, predict their binding affinity value. This is MHC class I binding data. The peptide sequence is VLTGGTGVG. The MHC is HLA-A11:01 with pseudo-sequence HLA-A11:01. The binding affinity (normalized) is 0.